Predict which catalyst facilitates the given reaction. From a dataset of Catalyst prediction with 721,799 reactions and 888 catalyst types from USPTO. (1) Reactant: [Cl:1][C:2]1[CH:7]=[CH:6][C:5]([CH2:8][CH2:9][C:10]2OC(=O)[S:12][N:11]=2)=[CH:4][CH:3]=1.[S:16]([C:26]#[N:27])([C:19]1[CH:25]=[CH:24][C:22]([CH3:23])=[CH:21][CH:20]=1)(=[O:18])=[O:17].CCCCC. Product: [Cl:1][C:2]1[CH:3]=[CH:4][C:5]([CH2:8][CH2:9][C:10]2[N:27]=[C:26]([S:16]([C:19]3[CH:25]=[CH:24][C:22]([CH3:23])=[CH:21][CH:20]=3)(=[O:18])=[O:17])[S:12][N:11]=2)=[CH:6][CH:7]=1. The catalyst class is: 262. (2) Reactant: [NH:1]1[CH2:5][CH2:4][C@@H:3]([O:6][C@H:7]2[CH2:12][CH2:11][C@H:10]([CH2:13][C:14]([O:16][CH3:17])=[O:15])[CH2:9][CH2:8]2)[CH2:2]1.[F:18][C:19]1[CH:20]=[CH:21][C:22]2[N:26]=[C:25]([C:27]3[CH:28]=[N:29][C:30](F)=[CH:31][CH:32]=3)[NH:24][C:23]=2[CH:34]=1.C(=O)(O)[O-].[Na+].O. Product: [F:18][C:19]1[CH:20]=[CH:21][C:22]2[NH:26][C:25]([C:27]3[CH:32]=[CH:31][C:30]([N:1]4[CH2:5][CH2:4][C@@H:3]([O:6][C@H:7]5[CH2:8][CH2:9][C@H:10]([CH2:13][C:14]([O:16][CH3:17])=[O:15])[CH2:11][CH2:12]5)[CH2:2]4)=[N:29][CH:28]=3)=[N:24][C:23]=2[CH:34]=1. The catalyst class is: 37. (3) Reactant: [CH2:1]([O:8][C:9]1[CH:14]=[CH:13][C:12]([C:15]2[CH:20]=[CH:19][C:18]([C:21]([OH:23])=[O:22])=[C:17]([C:24]([OH:26])=[O:25])[CH:16]=2)=[CH:11][CH:10]=1)[C:2]1[CH:7]=[CH:6][CH:5]=[CH:4][CH:3]=1.[C:27](=[O:30])([O-])[O-].[K+].[K+].Br[CH:34]([CH3:44])[CH2:35][O:36][CH2:37][C:38]1[CH:43]=[CH:42][CH:41]=[CH:40][CH:39]=1. Product: [CH2:37]([O:36][CH2:35][CH2:34][CH2:44][O:25][C:24]([C:17]1[CH:16]=[C:15]([C:12]2[CH:11]=[CH:10][C:9]([O:8][CH2:1][C:2]3[CH:7]=[CH:6][CH:5]=[CH:4][CH:3]=3)=[CH:14][CH:13]=2)[CH:20]=[CH:19][C:18]=1[C:21]([O:23][CH2:10][CH2:9][CH2:14][O:30][CH2:27][C:2]1[CH:7]=[CH:6][CH:5]=[CH:4][CH:3]=1)=[O:22])=[O:26])[C:38]1[CH:43]=[CH:42][CH:41]=[CH:40][CH:39]=1. The catalyst class is: 3.